This data is from Catalyst prediction with 721,799 reactions and 888 catalyst types from USPTO. The task is: Predict which catalyst facilitates the given reaction. (1) Reactant: [C:1]([C:9]1([CH3:22])[CH2:14][CH2:13][CH2:12][N:11]([C:15]([O:17][C:18]([CH3:21])([CH3:20])[CH3:19])=[O:16])[CH2:10]1)(=[O:8])[C:2]1[CH:7]=[CH:6][CH:5]=[CH:4][CH:3]=1.[BH4-].[Na+]. Product: [OH:8][CH:1]([C:2]1[CH:3]=[CH:4][CH:5]=[CH:6][CH:7]=1)[C:9]1([CH3:22])[CH2:14][CH2:13][CH2:12][N:11]([C:15]([O:17][C:18]([CH3:19])([CH3:20])[CH3:21])=[O:16])[CH2:10]1. The catalyst class is: 36. (2) Reactant: C([NH:5][S:6](/[CH:9]=[CH:10]/[C:11]1[CH:16]=[CH:15][N:14]=[CH:13][CH:12]=1)(=[O:8])=[O:7])(C)(C)C. Product: [N:14]1[CH:13]=[CH:12][C:11](/[CH:10]=[CH:9]/[S:6]([NH2:5])(=[O:7])=[O:8])=[CH:16][CH:15]=1. The catalyst class is: 55.